Predict the product of the given reaction. From a dataset of Forward reaction prediction with 1.9M reactions from USPTO patents (1976-2016). (1) Given the reactants [Si:1]([O:8][CH2:9][C@@H:10]1[C:14]([C:15]([O:17]C)=O)=[CH:13][CH2:12][N:11]1[C:19]([O:21][CH2:22][CH:23]=[CH2:24])=[O:20])([C:4]([CH3:7])([CH3:6])[CH3:5])([CH3:3])[CH3:2].Br[CH2:26][Cl:27].C([Li])CCC.CCCCCC.P([O-])([O-])([O-])=O, predict the reaction product. The product is: [Si:1]([O:8][CH2:9][C@@H:10]1[C:14]([C:15](=[O:17])[CH2:26][Cl:27])=[CH:13][CH2:12][N:11]1[C:19]([O:21][CH2:22][CH:23]=[CH2:24])=[O:20])([C:4]([CH3:7])([CH3:5])[CH3:6])([CH3:3])[CH3:2]. (2) Given the reactants [Br:1][C:2]1[CH:3]=[C:4]([CH:6]=[CH:7][CH:8]=1)[NH2:5].Cl[C:10]1[C:11](=[O:23])[NH:12][C:13](=[O:22])[C:14]=1[C:15]1[CH:20]=[CH:19][C:18]([Cl:21])=[CH:17][CH:16]=1, predict the reaction product. The product is: [Br:1][C:2]1[CH:3]=[C:4]([NH:5][C:10]2[C:11](=[O:23])[NH:12][C:13](=[O:22])[C:14]=2[C:15]2[CH:20]=[CH:19][C:18]([Cl:21])=[CH:17][CH:16]=2)[CH:6]=[CH:7][CH:8]=1. (3) Given the reactants Br[C:2]1[CH:7]=[CH:6][C:5]([C:8]2[O:12][N:11]=[C:10]([CH3:13])[C:9]=2[CH:14]([C:16]2[O:17][C:18]([CH2:21][C:22]3[CH:27]=[CH:26][CH:25]=[C:24]([C:28]([F:31])([F:30])[F:29])[CH:23]=3)=[N:19][N:20]=2)[OH:15])=[CH:4][CH:3]=1.[CH2:32]([O:34][C:35]([C:37]1([C:40]2[CH:45]=[CH:44][C:43](B3OC(C)(C)C(C)(C)O3)=[CH:42][CH:41]=2)[CH2:39][CH2:38]1)=[O:36])[CH3:33], predict the reaction product. The product is: [CH2:32]([O:34][C:35]([C:37]1([C:40]2[CH:45]=[CH:44][C:43]([C:2]3[CH:7]=[CH:6][C:5]([C:8]4[O:12][N:11]=[C:10]([CH3:13])[C:9]=4[CH:14]([OH:15])[C:16]4[O:17][C:18]([CH2:21][C:22]5[CH:27]=[CH:26][CH:25]=[C:24]([C:28]([F:29])([F:30])[F:31])[CH:23]=5)=[N:19][N:20]=4)=[CH:4][CH:3]=3)=[CH:42][CH:41]=2)[CH2:38][CH2:39]1)=[O:36])[CH3:33]. (4) Given the reactants Br[C:2]1[CH:7]=[C:6]([C@@H:8]2[C@@H:12]([C:13]3[CH:18]=[CH:17][C:16]([F:19])=[CH:15][CH:14]=3)[O:11][C:10](=[O:20])[NH:9]2)[C:5]([F:21])=[CH:4][N:3]=1.[C:22]([C:24]1[CH:25]=[N:26][CH:27]=[C:28]([F:30])[CH:29]=1)#[CH:23].C1(P(C2C=CC=CC=2)C2C=CC=CC=2)C=CC=CC=1, predict the reaction product. The product is: [F:21][C:5]1[C:6]([C@@H:8]2[C@@H:12]([C:13]3[CH:18]=[CH:17][C:16]([F:19])=[CH:15][CH:14]=3)[O:11][C:10](=[O:20])[NH:9]2)=[CH:7][C:2]([C:23]#[C:22][C:24]2[CH:25]=[N:26][CH:27]=[C:28]([F:30])[CH:29]=2)=[N:3][CH:4]=1. (5) Given the reactants [CH2:1]([N:8]1[C:13](=[O:14])[CH2:12][NH:11][C:10]2[N:15]=[CH:16][C:17](I)=[CH:18][C:9]1=2)[C:2]1[CH:7]=[CH:6][CH:5]=[CH:4][CH:3]=1.[CH2:20]([O:22][C:23]([C:25]1[CH:30]=[CH:29][C:28](B(O)O)=[CH:27][CH:26]=1)=[O:24])[CH3:21], predict the reaction product. The product is: [CH2:20]([O:22][C:23](=[O:24])[C:25]1[CH:30]=[CH:29][C:28]([C:17]2[CH:16]=[N:15][C:10]3[NH:11][CH2:12][C:13](=[O:14])[N:8]([CH2:1][C:2]4[CH:7]=[CH:6][CH:5]=[CH:4][CH:3]=4)[C:9]=3[CH:18]=2)=[CH:27][CH:26]=1)[CH3:21]. (6) Given the reactants C(O)(C(F)(F)F)=O.[Cl:8][C:9]1[CH:14]=[CH:13][CH:12]=[CH:11][C:10]=1[C@@H:15]([N:25]([C:50]1[CH:55]=[C:54]([F:56])[CH:53]=[C:52]([F:57])[CH:51]=1)[C:26]([C@H:28]1[N:33]([C:34]2[CH:39]=[C:38]([C:40]#[N:41])[CH:37]=[CH:36][N:35]=2)[C:32](=[O:42])[CH2:31][N:30](C(OC(C)(C)C)=O)[CH2:29]1)=[O:27])[C:16]([NH:18][CH:19]1[CH2:22][C:21]([F:24])([F:23])[CH2:20]1)=[O:17].C(O[C:61]1(O[Si](C)(C)C)[CH2:63][CH2:62]1)C.CC(O)=O, predict the reaction product. The product is: [Cl:8][C:9]1[CH:14]=[CH:13][CH:12]=[CH:11][C:10]=1[C@H:15]([N:25]([C:50]1[CH:55]=[C:54]([F:56])[CH:53]=[C:52]([F:57])[CH:51]=1)[C:26]([C@@H:28]1[CH2:29][N:30]([CH:61]2[CH2:63][CH2:62]2)[CH2:31][C:32](=[O:42])[N:33]1[C:34]1[CH:39]=[C:38]([C:40]#[N:41])[CH:37]=[CH:36][N:35]=1)=[O:27])[C:16]([NH:18][CH:19]1[CH2:22][C:21]([F:24])([F:23])[CH2:20]1)=[O:17]. (7) Given the reactants [Cl:1][C:2]1[CH:3]=[C:4]([CH:9]2[C:14]3[CH:15]=[CH:16][S:17][C:13]=3[CH2:12][CH2:11][CH2:10]2)[CH:5]=[CH:6][C:7]=1[Cl:8].[O:18]1CCOCC1.C(#N)C.S(OOS([O-])(=O)=O)([O-])(=O)=O.[K+].[K+], predict the reaction product. The product is: [Cl:1][C:2]1[CH:3]=[C:4]([CH:9]2[C:14]3[CH:15]=[CH:16][S:17][C:13]=3[C:12](=[O:18])[CH2:11][CH2:10]2)[CH:5]=[CH:6][C:7]=1[Cl:8]. (8) Given the reactants [H-].[Na+].[N:3]1([CH2:8][CH2:9][CH2:10][CH2:11][C:12]2[CH:17]=[CH:16][C:15]([OH:18])=[CH:14][CH:13]=2)[CH:7]=[CH:6][N:5]=[N:4]1.Cl[CH2:20][C:21]1[CH:26]=[CH:25][CH:24]=[C:23]([C:27]2[CH:32]=[CH:31][C:30]([C:33]([F:36])([F:35])[F:34])=[CH:29][CH:28]=2)[N:22]=1.O, predict the reaction product. The product is: [N:3]1([CH2:8][CH2:9][CH2:10][CH2:11][C:12]2[CH:13]=[CH:14][C:15]([O:18][CH2:20][C:21]3[CH:26]=[CH:25][CH:24]=[C:23]([C:27]4[CH:32]=[CH:31][C:30]([C:33]([F:35])([F:34])[F:36])=[CH:29][CH:28]=4)[N:22]=3)=[CH:16][CH:17]=2)[CH:7]=[CH:6][N:5]=[N:4]1. (9) Given the reactants Cl[CH2:2][CH2:3][CH2:4][C:5]1[N:9]([CH2:10][C:11]2[C:16]([C:17]3[CH:22]=[CH:21][CH:20]=[CH:19][CH:18]=3)=[CH:15][C:14]([C:23]#[N:24])=[CH:13][CH:12]=2)[CH:8]=[N:7][CH:6]=1.CC([O-])(C)C.[K+].C1COCC1, predict the reaction product. The product is: [CH2:6]1[CH:5]2[CH2:4][CH2:3][CH2:2][CH:10]([C:11]3[C:16]([C:17]4[CH:22]=[CH:21][CH:20]=[CH:19][CH:18]=4)=[CH:15][C:14]([C:23]#[N:24])=[CH:13][CH:12]=3)[N:9]2[CH:8]=[N:7]1.